Dataset: Full USPTO retrosynthesis dataset with 1.9M reactions from patents (1976-2016). Task: Predict the reactants needed to synthesize the given product. (1) Given the product [Br:1][C:2]1[CH:3]=[C:4]2[C:9](=[N:10][CH:11]=1)[NH:8][CH2:7][CH2:6][CH:5]2[O:12][C:18]1[CH:17]=[CH:16][CH:15]=[C:14]([Cl:13])[CH:19]=1, predict the reactants needed to synthesize it. The reactants are: [Br:1][C:2]1[CH:3]=[C:4]2[C:9](=[N:10][CH:11]=1)[NH:8][CH2:7][CH2:6][CH:5]2[OH:12].[Cl:13][C:14]1[CH:15]=[C:16](O)[CH:17]=[CH:18][CH:19]=1. (2) The reactants are: [C:1]([C:3]1[S:4][CH:5]=[CH:6][CH:7]=1)#[CH:2].[Cl:8][C:9]1[CH:14]=[CH:13][C:12](I)=[CH:11][CH:10]=1.N1CCC[C@H]1C(O)=O.C([O-])([O-])=O.[Na+].[Na+].O=C1O[C@H]([C@H](CO)O)C([O-])=C1O.[Na+].[N-:43]=[N+:44]=[N-:45].[Na+]. Given the product [Cl:8][C:9]1[CH:14]=[CH:13][C:12]([N:43]2[CH:2]=[C:1]([C:3]3[S:4][CH:5]=[CH:6][CH:7]=3)[N:45]=[N:44]2)=[CH:11][CH:10]=1, predict the reactants needed to synthesize it. (3) Given the product [CH:36]1([S:39]([C:19]2[CH:20]=[C:15]([C:13]([NH:12][CH2:11][C:10]3[CH:34]=[CH:35][C:7]([S:4]([CH:1]4[CH2:3][CH2:2]4)(=[O:6])=[O:5])=[CH:8][CH:9]=3)=[O:14])[C:16](=[O:33])[N:17]([C:23]3[CH:28]=[CH:27][CH:26]=[C:25]([C:29]([F:32])([F:31])[F:30])[CH:24]=3)[C:18]=2[CH3:22])(=[O:41])=[O:40])[CH2:38][CH2:37]1, predict the reactants needed to synthesize it. The reactants are: [CH:1]1([S:4]([C:7]2[CH:35]=[CH:34][C:10]([CH2:11][NH:12][C:13]([C:15]3[C:16](=[O:33])[N:17]([C:23]4[CH:28]=[CH:27][CH:26]=[C:25]([C:29]([F:32])([F:31])[F:30])[CH:24]=4)[C:18]([CH3:22])=[C:19](I)[CH:20]=3)=[O:14])=[CH:9][CH:8]=2)(=[O:6])=[O:5])[CH2:3][CH2:2]1.[CH:36]1([S:39]([O-:41])=[O:40])[CH2:38][CH2:37]1.[Na+].